Predict the reactants needed to synthesize the given product. From a dataset of Full USPTO retrosynthesis dataset with 1.9M reactions from patents (1976-2016). (1) Given the product [CH3:1][O:2][C:3](=[O:22])[C:4]1[CH:9]=[CH:8][CH:7]=[C:6]([S:10][C:11]2[C:19]3[C:14](=[CH:15][C:16]([C:24]#[N:25])=[CH:17][CH:18]=3)[NH:13][C:12]=2[CH3:21])[CH:5]=1, predict the reactants needed to synthesize it. The reactants are: [CH3:1][O:2][C:3](=[O:22])[C:4]1[CH:9]=[CH:8][CH:7]=[C:6]([S:10][C:11]2[C:19]3[C:14](=[CH:15][C:16](Br)=[CH:17][CH:18]=3)[NH:13][C:12]=2[CH3:21])[CH:5]=1.[Cu][C:24]#[N:25]. (2) Given the product [CH3:29][C:26]([O:25][C:23]([N:20]1[CH2:19][CH2:18][C:17]2[CH:30]=[CH:31][C:14]([O:13][C:4]3[CH:5]=[CH:6][C:7]([C:9]([OH:11])=[O:10])=[CH:8][C:3]=3[O:2][CH3:1])=[CH:15][C:16]=2[CH2:22][CH2:21]1)=[O:24])([CH3:27])[CH3:28], predict the reactants needed to synthesize it. The reactants are: [CH3:1][O:2][C:3]1[CH:8]=[C:7]([C:9]([O:11]C)=[O:10])[CH:6]=[CH:5][C:4]=1[O:13][C:14]1[CH:31]=[CH:30][C:17]2[CH2:18][CH2:19][N:20]([C:23]([O:25][C:26]([CH3:29])([CH3:28])[CH3:27])=[O:24])[CH2:21][CH2:22][C:16]=2[CH:15]=1.[OH-].[Na+].Cl. (3) Given the product [CH2:1]([O:3][C:4](=[O:19])[C:5]([F:18])([F:17])[CH2:6][N:7]([C:23]1[C:24]([N+:28]([O-:30])=[O:29])=[CH:25][N:26]=[C:21]([Cl:20])[N:22]=1)[C@@H:8]1[CH2:10][C@H:9]1[C:11]1[CH:16]=[CH:15][CH:14]=[CH:13][CH:12]=1)[CH3:2], predict the reactants needed to synthesize it. The reactants are: [CH2:1]([O:3][C:4](=[O:19])[C:5]([F:18])([F:17])[CH2:6][NH:7][C@@H:8]1[CH2:10][C@H:9]1[C:11]1[CH:16]=[CH:15][CH:14]=[CH:13][CH:12]=1)[CH3:2].[Cl:20][C:21]1[N:26]=[C:25](Cl)[C:24]([N+:28]([O-:30])=[O:29])=[CH:23][N:22]=1.C(=O)(O)[O-].[Na+]. (4) Given the product [O:30]1[CH:34]=[CH:33][CH:32]=[C:31]1[C:2]1[C:10]2[O:9][CH2:8][C@H:7]([C:11]3[CH:12]=[CH:13][C:14]([CH:17]([CH3:19])[CH3:18])=[CH:15][CH:16]=3)[C:6]=2[C:5]([CH3:20])=[C:4]([NH:21][C:22](=[O:28])[CH2:23][C:24]([CH3:26])([CH3:25])[CH3:27])[C:3]=1[CH3:29], predict the reactants needed to synthesize it. The reactants are: Br[C:2]1[C:10]2[O:9][CH2:8][C@H:7]([C:11]3[CH:16]=[CH:15][C:14]([CH:17]([CH3:19])[CH3:18])=[CH:13][CH:12]=3)[C:6]=2[C:5]([CH3:20])=[C:4]([NH:21][C:22](=[O:28])[CH2:23][C:24]([CH3:27])([CH3:26])[CH3:25])[C:3]=1[CH3:29].[O:30]1[CH:34]=[CH:33][CH:32]=[C:31]1C(C1C=CC=CC=1)(C1C=CC=CC=1)O.